This data is from Reaction yield outcomes from USPTO patents with 853,638 reactions. The task is: Predict the reaction yield, written as a fraction of the theoretical maximum amount of product (1.0 means a 100% yield; for example, 0.34 means a 34% yield). (1) The reactants are [C:1]([N:9]1[CH2:22][CH2:21][C:20]2[C:19]3[CH:18]=[CH:17][CH:16]=[C:15](Br)[C:14]=3[NH:13][C:12]=2[CH2:11][CH2:10]1)(=[O:8])[C:2]1[CH:7]=[CH:6][CH:5]=[CH:4][CH:3]=1.C(=O)([O-])[O-].[K+].[K+].[C:30]1(B(O)O)[CH:35]=[CH:34][CH:33]=[CH:32][CH:31]=1.CCOC(C)=O.CCCCCCC. The catalyst is O1CCCC1.CN(C)C(=O)C.C1C=CC([P]([Pd]([P](C2C=CC=CC=2)(C2C=CC=CC=2)C2C=CC=CC=2)([P](C2C=CC=CC=2)(C2C=CC=CC=2)C2C=CC=CC=2)[P](C2C=CC=CC=2)(C2C=CC=CC=2)C2C=CC=CC=2)(C2C=CC=CC=2)C2C=CC=CC=2)=CC=1. The product is [C:1]([N:9]1[CH2:22][CH2:21][C:20]2[C:19]3[CH:18]=[CH:17][CH:16]=[C:15]([C:30]4[CH:35]=[CH:34][CH:33]=[CH:32][CH:31]=4)[C:14]=3[NH:13][C:12]=2[CH2:11][CH2:10]1)(=[O:8])[C:2]1[CH:7]=[CH:6][CH:5]=[CH:4][CH:3]=1. The yield is 0.860. (2) The reactants are C([O:8][C:9]1[C:18]([O:19][CH3:20])=[CH:17][C:12]([C:13]([O:15][CH3:16])=[O:14])=[C:11]([N+:21]([O-])=O)[CH:10]=1)C1C=CC=CC=1.[H][H]. The catalyst is [Pd].O1CCCC1. The product is [NH2:21][C:11]1[CH:10]=[C:9]([OH:8])[C:18]([O:19][CH3:20])=[CH:17][C:12]=1[C:13]([O:15][CH3:16])=[O:14]. The yield is 0.980.